Dataset: Full USPTO retrosynthesis dataset with 1.9M reactions from patents (1976-2016). Task: Predict the reactants needed to synthesize the given product. (1) Given the product [NH:10]1[C:14]2=[N:15][CH:16]=[CH:17][CH:18]=[C:13]2[C:12]([C:19]2[CH:24]=[CH:23][N:22]=[C:21]([NH:26][C:27]3[CH:32]=[CH:31][C:30]([CH2:33][CH2:34][OH:35])=[CH:29][CH:28]=3)[N:20]=2)=[CH:11]1, predict the reactants needed to synthesize it. The reactants are: C1(S([N:10]2[C:14]3=[N:15][CH:16]=[CH:17][CH:18]=[C:13]3[C:12]([C:19]3[CH:24]=[CH:23][N:22]=[C:21](Cl)[N:20]=3)=[CH:11]2)(=O)=O)C=CC=CC=1.[NH2:26][C:27]1[CH:32]=[CH:31][C:30]([CH2:33][CH2:34][OH:35])=[CH:29][CH:28]=1. (2) Given the product [NH2:1][C:2]1[C:3]([C:44]2[CH:45]=[C:40]([NH:39][S:36]([C:33]3[CH:34]=[CH:35][C:30]([OH:29])=[C:31]([CH3:57])[CH:32]=3)(=[O:38])=[O:37])[C:41]([O:55][CH3:56])=[N:42][CH:43]=2)=[C:4]([NH:8][C@H:9]([C:11]2[N:16]([C:17]3[CH:22]=[CH:21][CH:20]=[CH:19][CH:18]=3)[C:15](=[O:23])[C:14]3=[C:24]([CH3:27])[CH:25]=[CH:26][N:13]3[N:12]=2)[CH3:10])[N:5]=[CH:6][N:7]=1, predict the reactants needed to synthesize it. The reactants are: [NH2:1][C:2]1[N:7]=[CH:6][N:5]=[C:4]([NH:8][C@H:9]([C:11]2[N:16]([C:17]3[CH:22]=[CH:21][CH:20]=[CH:19][CH:18]=3)[C:15](=[O:23])[C:14]3=[C:24]([CH3:27])[CH:25]=[CH:26][N:13]3[N:12]=2)[CH3:10])[C:3]=1Br.[OH:29][C:30]1[CH:35]=[CH:34][C:33]([S:36]([NH:39][C:40]2[C:41]([O:55][CH3:56])=[N:42][CH:43]=[C:44](B3OC(C)(C)C(C)(C)O3)[CH:45]=2)(=[O:38])=[O:37])=[CH:32][C:31]=1[CH3:57].C(=O)([O-])[O-].[Cs+].[Cs+]. (3) Given the product [CH2:1]([O:3][C:4](=[O:26])[CH2:5][CH:6]1[O:10][B:9]([OH:11])[C:8]2[CH:12]=[C:13]([O:17][C:18]3[CH:23]=[N:22][CH:21]=[C:20]([CH2:24][NH2:25])[N:19]=3)[CH:14]=[C:15]([CH3:16])[C:7]1=2)[CH3:2], predict the reactants needed to synthesize it. The reactants are: [CH2:1]([O:3][C:4](=[O:26])[CH2:5][CH:6]1[O:10][B:9]([OH:11])[C:8]2[CH:12]=[C:13]([O:17][C:18]3[CH:23]=[N:22][CH:21]=[C:20]([C:24]#[N:25])[N:19]=3)[CH:14]=[C:15]([CH3:16])[C:7]1=2)[CH3:2]. (4) Given the product [CH3:24][CH2:23][O:22][C:20]([C:19]1[CH:4]([C:3]2[C:2]([Cl:1])=[CH:16][CH:15]=[CH:14][CH:13]=2)[C:5]([C:6]([O:8][CH3:9])=[O:7])=[C:10]([CH3:12])[NH:17][C:18]=1[CH2:25][O:26][CH2:27][CH2:28][N:29]1[C:30](=[O:39])[C:31]2[C:32](=[CH:35][CH:36]=[CH:37][CH:38]=2)[C:33]1=[O:34])=[O:21], predict the reactants needed to synthesize it. The reactants are: [Cl:1][C:2]1[CH:16]=[CH:15][CH:14]=[CH:13][C:3]=1[CH:4]=[C:5]([C:10]([CH3:12])=O)[C:6]([O:8][CH3:9])=[O:7].[NH2:17]/[C:18](/[CH2:25][O:26][CH2:27][CH2:28][N:29]1[C:33](=[O:34])[C:32]2=[CH:35][CH:36]=[CH:37][CH:38]=[C:31]2[C:30]1=[O:39])=[CH:19]\[C:20]([O:22][CH2:23][CH3:24])=[O:21].CO. (5) Given the product [CH2:1]([O:3][C:4]([C:6]1[CH:11]=[CH:10][CH:9]=[C:8]([CH2:12][O:21][C:18]2[CH:19]=[CH:20][C:15]([I:14])=[CH:16][CH:17]=2)[N:7]=1)=[O:5])[CH3:2], predict the reactants needed to synthesize it. The reactants are: [CH2:1]([O:3][C:4]([C:6]1[CH:11]=[CH:10][CH:9]=[C:8]([CH2:12]Br)[N:7]=1)=[O:5])[CH3:2].[I:14][C:15]1[CH:20]=[CH:19][C:18]([OH:21])=[CH:17][CH:16]=1.C(=O)([O-])[O-].[K+].[K+]. (6) Given the product [C:1]([C:4]1[CH:9]=[C:8]([N:10]2[C:15]([CH3:16])=[CH:14][C:13]([O:17][CH2:18][C:19]3[CH:20]=[CH:21][C:22]([O:25][CH3:26])=[CH:23][CH:24]=3)=[C:12]([Cl:29])[C:11]2=[O:27])[C:7]([CH3:28])=[CH:6][N:5]=1)(=[O:3])[CH3:2], predict the reactants needed to synthesize it. The reactants are: [C:1]([C:4]1[CH:9]=[C:8]([N:10]2[C:15]([CH3:16])=[CH:14][C:13]([O:17][CH2:18][C:19]3[CH:24]=[CH:23][C:22]([O:25][CH3:26])=[CH:21][CH:20]=3)=[CH:12][C:11]2=[O:27])[C:7]([CH3:28])=[CH:6][N:5]=1)(=[O:3])[CH3:2].[Cl:29]N1C(=O)CCC1=O. (7) Given the product [Br:1][C:2]1[CH:3]=[CH:4][C:5]([C:8]([OH:13])([C:9]([CH3:10])([CH3:12])[CH3:11])[C:15]([F:17])([F:16])[F:14])=[CH:6][CH:7]=1, predict the reactants needed to synthesize it. The reactants are: [Br:1][C:2]1[CH:7]=[CH:6][C:5]([C:8](=[O:13])[C:9]([CH3:12])([CH3:11])[CH3:10])=[CH:4][CH:3]=1.[F:14][C:15]([Si](C)(C)C)([F:17])[F:16].[F-].C([N+](CCCC)(CCCC)CCCC)CCC.